This data is from Catalyst prediction with 721,799 reactions and 888 catalyst types from USPTO. The task is: Predict which catalyst facilitates the given reaction. (1) Reactant: C([O:3][C:4]([C:6]1([C:11]#[N:12])[CH2:10][CH2:9][CH2:8][CH2:7]1)=O)C.[H-].[Al+3].[Li+].[H-].[H-].[H-].O. Product: [OH:3][CH2:4][C:6]1([C:11]#[N:12])[CH2:10][CH2:9][CH2:8][CH2:7]1. The catalyst class is: 7. (2) Reactant: [CH3:1][O:2][C:3]1[C:12]2[C:7](=[CH:8][CH:9]=[CH:10][CH:11]=2)[N:6]=[C:5](OS(C(F)(F)F)(=O)=O)[CH:4]=1.[NH2:21][CH2:22][CH2:23][CH2:24][NH:25][C:26](=[O:32])[O:27][C:28]([CH3:31])([CH3:30])[CH3:29].C(N(C(C)C)CC)(C)C. Product: [C:28]([O:27][C:26](=[O:32])[NH:25][CH2:24][CH2:23][CH2:22][NH:21][C:5]1[CH:4]=[C:3]([O:2][CH3:1])[C:12]2[C:7](=[CH:8][CH:9]=[CH:10][CH:11]=2)[N:6]=1)([CH3:31])([CH3:29])[CH3:30]. The catalyst class is: 10. (3) Reactant: [CH3:1][N:2]([CH3:20])[C:3]1[CH:8]=[CH:7][C:6]([CH:9]=[CH:10][C:11]2[CH:16]=[CH:15][C:14]([N+:17]([O-])=O)=[CH:13][CH:12]=2)=[CH:5][CH:4]=1.Cl[Sn]Cl. Product: [CH3:20][N:2]([CH3:1])[C:3]1[CH:4]=[CH:5][C:6]([CH:9]=[CH:10][C:11]2[CH:12]=[CH:13][C:14]([NH2:17])=[CH:15][CH:16]=2)=[CH:7][CH:8]=1. The catalyst class is: 14. (4) Reactant: [CH3:1][CH:2]([NH:10][CH2:11][C:12]#[CH:13])[CH2:3][C:4]1[CH:9]=[CH:8][CH:7]=[CH:6][CH:5]=1.[OH-].[Na+].Br[CH:17]([OH:19])[CH3:18]. Product: [C:4]1([CH2:3][C@H:2]([N:10]([CH2:11][C:12]#[CH:13])[CH2:18][CH2:17][OH:19])[CH3:1])[CH:9]=[CH:8][CH:7]=[CH:6][CH:5]=1. The catalyst class is: 23. (5) Reactant: [Cl:1][C:2]1[CH:10]=[CH:9][CH:8]=[C:7]([CH3:11])[C:3]=1[C:4]([OH:6])=O.O=S(Cl)Cl.CCN(CC)CC.[NH2:23][C:24]1[CH:29]=[CH:28][CH:27]=[CH:26][CH:25]=1. Product: [Cl:1][C:2]1[CH:10]=[CH:9][CH:8]=[C:7]([CH3:11])[C:3]=1[C:4]([NH:23][C:24]1[CH:29]=[CH:28][CH:27]=[CH:26][CH:25]=1)=[O:6]. The catalyst class is: 11. (6) Reactant: [Cl:1][C:2]1[CH:3]=[C:4]2[C:9](=[CH:10][C:11]=1[OH:12])[O:8][CH:7]=[C:6]([C:13]1[CH:18]=[CH:17][CH:16]=[CH:15][C:14]=1[F:19])[C:5]2=O.O.[NH2:22][NH2:23]. Product: [Cl:1][C:2]1[CH:3]=[C:4]([C:5]2[C:6]([C:13]3[CH:18]=[CH:17][CH:16]=[CH:15][C:14]=3[F:19])=[CH:7][NH:23][N:22]=2)[C:9]([OH:8])=[CH:10][C:11]=1[OH:12]. The catalyst class is: 8. (7) Reactant: [CH2:1]([N-:15][CH2:16][CH2:17][CH2:18][CH2:19][CH2:20][CH2:21][CH2:22][CH2:23][CH2:24][CH2:25][CH2:26][CH2:27][CH2:28][CH3:29])[CH2:2][CH2:3][CH2:4][CH2:5][CH2:6][CH2:7][CH2:8][CH2:9][CH2:10][CH2:11][CH2:12][CH2:13][CH3:14].O.[OH-].[Na+].C(N(CC)CC)C. Product: [CH2:16]([NH:15][CH2:1][CH2:2][CH2:3][CH2:4][CH2:5][CH2:6][CH2:7][CH2:8][CH2:9][CH2:10][CH2:11][CH2:12][CH2:13][CH3:14])[CH2:17][CH2:18][CH2:19][CH2:20][CH2:21][CH2:22][CH2:23][CH2:24][CH2:25][CH2:26][CH2:27][CH2:28][CH3:29]. The catalyst class is: 1. (8) Reactant: [F:1][C:2]1[CH:3]=[C:4]([CH:12]=[CH:13][CH:14]=1)[CH2:5][NH:6][CH2:7][CH2:8][C:9]([NH2:11])=[O:10].[Cl:15][C:16]1[CH:17]=[C:18]([CH:27]=[C:28]([Cl:30])[CH:29]=1)[CH2:19][N:20]1[CH:24]=[CH:23][N:22]=[C:21]1[CH:25]=O.[BH-](OC(C)=O)(OC(C)=O)OC(C)=O.[Na+].C([O-])(O)=O.[Na+]. Product: [Cl:15][C:16]1[CH:17]=[C:18]([CH:27]=[C:28]([Cl:30])[CH:29]=1)[CH2:19][N:20]1[CH:24]=[CH:23][N:22]=[C:21]1[CH2:25][N:6]([CH2:5][C:4]1[CH:12]=[CH:13][CH:14]=[C:2]([F:1])[CH:3]=1)[CH2:7][CH2:8][C:9]([NH2:11])=[O:10]. The catalyst class is: 2. (9) Reactant: Cl.[NH2:2][C@@H:3]1[CH2:5][C@H:4]1[C:6]1[CH:7]=[C:8]([CH:17]=[CH:18][CH:19]=1)[C:9]([NH:11][CH:12]1[CH2:16][CH2:15][CH2:14][CH2:13]1)=[O:10].C(=O)([O-])O.[Na+].[CH:25]1([CH:28]=O)[CH2:27][CH2:26]1.[BH4-].[Na+].[C:32](O[C:32]([O:34][C:35]([CH3:38])([CH3:37])[CH3:36])=[O:33])([O:34][C:35]([CH3:38])([CH3:37])[CH3:36])=[O:33]. Product: [CH:12]1([NH:11][C:9]([C:8]2[CH:7]=[C:6]([C@@H:4]3[CH2:5][C@H:3]3[N:2]([CH2:28][CH:25]3[CH2:26][CH2:27]3)[C:32](=[O:33])[O:34][C:35]([CH3:38])([CH3:37])[CH3:36])[CH:19]=[CH:18][CH:17]=2)=[O:10])[CH2:16][CH2:15][CH2:14][CH2:13]1. The catalyst class is: 87. (10) Reactant: [C:1]([C@H:3]([CH:8]([CH2:10][C:11]1[C:12]([O:26]C)=[C:13]([C:18]2[C:23]([Cl:24])=[CH:22][CH:21]=[CH:20][C:19]=2[Cl:25])[CH:14]=[C:15]([F:17])[CH:16]=1)C)S([O-])(=O)=O)#[N:2].B(Br)(Br)Br. Product: [Cl:25][C:19]1[CH:20]=[CH:21][CH:22]=[C:23]([Cl:24])[C:18]=1[C:13]1[C:12]2[O:26][C@@H:8]([CH2:3][C:1]#[N:2])[CH2:10][C:11]=2[CH:16]=[C:15]([F:17])[CH:14]=1. The catalyst class is: 2.